The task is: Predict the reactants needed to synthesize the given product.. This data is from Full USPTO retrosynthesis dataset with 1.9M reactions from patents (1976-2016). Given the product [C:1]([O:5][C:6](=[O:7])[NH:8][C:9]1[CH:10]=[C:11]([C:12](=[O:14])[NH:53][CH2:52][C:51]2[CH:54]=[CH:55][CH:56]=[C:49]([Cl:48])[CH:50]=2)[CH:15]=[CH:16][C:17]=1[CH3:18])([CH3:2])([CH3:3])[CH3:4], predict the reactants needed to synthesize it. The reactants are: [C:1]([O:5][C:6]([NH:8][C:9]1[CH:10]=[C:11]([CH:15]=[CH:16][C:17]=1[CH3:18])[C:12]([OH:14])=O)=[O:7])([CH3:4])([CH3:3])[CH3:2].ON1C2C=CC=CC=2N=N1.Cl.CN(C)CCCN=C=NCC.C(N(CC)CC)C.[Cl:48][C:49]1[CH:50]=[C:51]([CH:54]=[CH:55][CH:56]=1)[CH2:52][NH2:53].